The task is: Predict the product of the given reaction.. This data is from Forward reaction prediction with 1.9M reactions from USPTO patents (1976-2016). (1) Given the reactants [Br:1][C:2]1[CH:3]=[C:4]2[C:10](I)=[CH:9][N:8]([S:12]([C:15]3[CH:21]=[CH:20][C:18]([CH3:19])=[CH:17][CH:16]=3)(=[O:14])=[O:13])[C:5]2=[N:6][CH:7]=1.[F:22][C:23]1[CH:43]=[CH:42][C:26]([CH2:27][N:28]2[CH:32]=[C:31](B3OC(C)(C)C(C)(C)O3)[CH:30]=[N:29]2)=[CH:25][CH:24]=1.C(=O)([O-])[O-].[Na+].[Na+], predict the reaction product. The product is: [Br:1][C:2]1[CH:3]=[C:4]2[C:10]([C:31]3[CH:30]=[N:29][N:28]([CH2:27][C:26]4[CH:42]=[CH:43][C:23]([F:22])=[CH:24][CH:25]=4)[CH:32]=3)=[CH:9][N:8]([S:12]([C:15]3[CH:21]=[CH:20][C:18]([CH3:19])=[CH:17][CH:16]=3)(=[O:14])=[O:13])[C:5]2=[N:6][CH:7]=1. (2) Given the reactants [CH2:1]([O:8][CH2:9][C:10]1[O:14][N:13]=[C:12]([C:15]([OH:17])=O)[CH:11]=1)[C:2]1[CH:7]=[CH:6][CH:5]=[CH:4][CH:3]=1.[CH3:18][C:19]1([CH2:24][NH2:25])[CH2:23][CH2:22][O:21][CH2:20]1.ON1C2C=CC=CC=2N=N1.Cl.C(N=C=NCCCN(C)C)C.Cl, predict the reaction product. The product is: [CH3:18][C:19]1([CH2:24][NH:25][C:15]([C:12]2[CH:11]=[C:10]([CH2:9][O:8][CH2:1][C:2]3[CH:3]=[CH:4][CH:5]=[CH:6][CH:7]=3)[O:14][N:13]=2)=[O:17])[CH2:23][CH2:22][O:21][CH2:20]1. (3) Given the reactants [N:1]1([CH2:7][C:8]2[CH:9]=[C:10]3[C:21](=[O:22])[C:20]([C:23]([O:25]CC)=O)=[CH:19][N:12]4[CH2:13][C:14](=O)[NH:15][C:16]([CH:17]=2)=[C:11]34)[CH2:6][CH2:5][O:4][CH2:3][CH2:2]1.[Cl:28][C:29]1[CH:36]=[CH:35][C:32]([CH2:33][NH2:34])=[CH:31][CH:30]=1, predict the reaction product. The product is: [Cl:28][C:29]1[CH:36]=[CH:35][C:32]([CH2:33][NH:34][C:23]([C:20]2[C:21](=[O:22])[C:10]3[C:11]4[N:12]([CH:19]=2)[CH2:13][C:14]([NH:34][CH2:33][C:32]2[CH:35]=[CH:36][C:29]([Cl:28])=[CH:30][CH:31]=2)=[N:15][C:16]=4[CH:17]=[C:8]([CH2:7][N:1]2[CH2:2][CH2:3][O:4][CH2:5][CH2:6]2)[CH:9]=3)=[O:25])=[CH:31][CH:30]=1. (4) The product is: [N:27]1[C:26]2[NH:30][CH:31]=[CH:32][C:25]=2[C:24]([NH:23][C@H:21]2[CH2:22][N:17]([C:13](=[O:16])[CH:14]=[CH2:15])[CH2:18][CH:19]([C:52]#[N:53])[CH2:20]2)=[N:29][CH:28]=1. Given the reactants C(N1CCCC(C#N)C1)(=O)C=C.[C:13]([N:17]1[CH2:22][C@H:21]([NH:23][C:24]2[C:25]3[CH:32]=[CH:31][N:30](C(C4C=CC=CC=4)(C4C=CC=CC=4)C4C=CC=CC=4)[C:26]=3[N:27]=[CH:28][N:29]=2)[CH2:20][CH:19]([C:52]#[N:53])[CH2:18]1)(=[O:16])[CH:14]=[CH2:15], predict the reaction product. (5) Given the reactants [O:1]1[C:10]2[CH:9]=[C:8]([CH2:11][NH:12][CH:13]3[CH2:18][CH2:17][N:16]([C:19]([O:21][CH2:22][C:23]4[CH:28]=[CH:27][CH:26]=[CH:25][CH:24]=4)=[O:20])[CH2:15][CH2:14]3)[N:7]=[CH:6][C:5]=2[O:4][CH2:3][CH2:2]1.C(=O)(O)[O-].[Na+].[C:34](O[C:34]([O:36][C:37]([CH3:40])([CH3:39])[CH3:38])=[O:35])([O:36][C:37]([CH3:40])([CH3:39])[CH3:38])=[O:35], predict the reaction product. The product is: [O:1]1[C:10]2[CH:9]=[C:8]([CH2:11][N:12]([C:34]([O:36][C:37]([CH3:40])([CH3:39])[CH3:38])=[O:35])[CH:13]3[CH2:18][CH2:17][N:16]([C:19]([O:21][CH2:22][C:23]4[CH:24]=[CH:25][CH:26]=[CH:27][CH:28]=4)=[O:20])[CH2:15][CH2:14]3)[N:7]=[CH:6][C:5]=2[O:4][CH2:3][CH2:2]1. (6) The product is: [Cl:4][C:14]1[CH:13]=[C:9]([CH:8]=[C:7]([F:6])[C:15]=1[OH:16])[C:10]([OH:12])=[O:11]. Given the reactants S(Cl)([Cl:4])(=O)=O.[F:6][C:7]1[CH:8]=[C:9]([CH:13]=[CH:14][C:15]=1[OH:16])[C:10]([OH:12])=[O:11], predict the reaction product. (7) Given the reactants Br[C:2]1[CH:21]=[CH:20][CH:19]=[CH:18][C:3]=1[O:4][CH2:5][CH:6]1[CH:10]=[CH:9][CH2:8][N:7]1[C:11]([O:13][C:14]([CH3:17])([CH3:16])[CH3:15])=[O:12].C([SnH](CCCC)CCCC)CCC.C1CCN2C(=NCCC2)CC1, predict the reaction product. The product is: [CH2:9]1[CH2:8][N:7]([C:11]([O:13][C:14]([CH3:17])([CH3:16])[CH3:15])=[O:12])[CH:6]2[CH2:5][O:4][C:3]3[CH:18]=[CH:19][CH:20]=[CH:21][C:2]=3[CH:10]12.